Dataset: Catalyst prediction with 721,799 reactions and 888 catalyst types from USPTO. Task: Predict which catalyst facilitates the given reaction. (1) Reactant: Cl[C:2]1[C:11]2[C:6](=[CH:7][C:8]([OH:14])=[C:9]([O:12][CH3:13])[CH:10]=2)[N:5]=[CH:4][C:3]=1[C:15]([NH2:17])=[O:16].[CH2:18]([C:20]1[CH:26]=[CH:25][CH:24]=[CH:23][C:21]=1[NH2:22])[CH3:19].[O:27]1[CH2:32][CH2:31][N:30]([CH2:33][CH2:34][CH2:35]Cl)[CH2:29][CH2:28]1.C([O-])([O-])=O.[Cs+].[Cs+]. Product: [CH2:18]([C:20]1[CH:26]=[CH:25][CH:24]=[CH:23][C:21]=1[NH:22][C:2]1[C:11]2[C:6](=[CH:7][C:8]([O:14][CH2:35][CH2:34][CH2:33][N:30]3[CH2:31][CH2:32][O:27][CH2:28][CH2:29]3)=[C:9]([O:12][CH3:13])[CH:10]=2)[N:5]=[CH:4][C:3]=1[C:15]([NH2:17])=[O:16])[CH3:19]. The catalyst class is: 212. (2) Reactant: [CH2:1]([O:3][C:4](=[O:25])[CH2:5][C:6]1[CH:11]=[CH:10][C:9]([N+:12]([O-])=O)=[C:8]([O:15][C:16]2[CH:21]=[C:20]([Cl:22])[CH:19]=[C:18]([Br:23])[CH:17]=2)[C:7]=1[F:24])[CH3:2].[NH4+].[Cl-]. Product: [CH2:1]([O:3][C:4](=[O:25])[CH2:5][C:6]1[CH:11]=[CH:10][C:9]([NH2:12])=[C:8]([O:15][C:16]2[CH:21]=[C:20]([Cl:22])[CH:19]=[C:18]([Br:23])[CH:17]=2)[C:7]=1[F:24])[CH3:2]. The catalyst class is: 190. (3) Reactant: [Br:1][C:2]1[C:7]([CH3:8])=[CH:6][C:5]([OH:9])=[CH:4][C:3]=1[CH3:10].C([O-])([O-])=O.[K+].[K+].Br[CH2:18][CH:19]1[CH2:23][CH2:22][O:21][CH2:20]1. Product: [Br:1][C:2]1[C:7]([CH3:8])=[CH:6][C:5]([O:9][CH2:18][CH:19]2[CH2:23][CH2:22][O:21][CH2:20]2)=[CH:4][C:3]=1[CH3:10]. The catalyst class is: 9. (4) Reactant: [Br:1][C:2]1[CH:3]=[N:4][CH:5]=[C:6]([CH:10]=1)[C:7]([OH:9])=[O:8].C([N-]C(C)C)(C)C.[Li+].[Br:19]C(Cl)(Cl)C(Cl)(Cl)Br.O. Product: [Br:19][C:10]1[C:6]([C:7]([OH:9])=[O:8])=[CH:5][N:4]=[CH:3][C:2]=1[Br:1]. The catalyst class is: 1. (5) Reactant: [OH:1][CH:2]1[CH2:11][C:10]2[CH:9]=[C:8]([C:12]([O:14][CH3:15])=[O:13])[CH:7]=[CH:6][C:5]=2[CH2:4][CH2:3]1.[Cl:16][C:17]1[CH:22]=[CH:21][C:20](O)=[CH:19][CH:18]=1.C1(P(C2C=CC=CC=2)C2C=CC=CC=2)C=CC=CC=1.N(C(OC(C)(C)C)=O)=NC(OC(C)(C)C)=O. Product: [Cl:16][C:17]1[CH:22]=[CH:21][C:20]([O:1][CH:2]2[CH2:11][C:10]3[CH:9]=[C:8]([C:12]([O:14][CH3:15])=[O:13])[CH:7]=[CH:6][C:5]=3[CH2:4][CH2:3]2)=[CH:19][CH:18]=1. The catalyst class is: 1. (6) Reactant: Br[CH2:2][C:3]1[N:7]([CH3:8])[N:6]([C:9]2[CH:14]=[CH:13][CH:12]=[CH:11][CH:10]=2)[C:5](=[O:15])[C:4]=1[C:16]([O:18][CH3:19])=[O:17].[NH:20]1[CH2:24][CH2:23][CH2:22][CH2:21]1. Product: [CH3:8][N:7]1[C:3]([CH2:2][N:20]2[CH2:24][CH2:23][CH2:22][CH2:21]2)=[C:4]([C:16]([O:18][CH3:19])=[O:17])[C:5](=[O:15])[N:6]1[C:9]1[CH:14]=[CH:13][CH:12]=[CH:11][CH:10]=1. The catalyst class is: 4. (7) Reactant: C[Al](C)C.C1(C)C=CC=CC=1.[CH3:12][N:13]([CH3:17])[CH2:14][CH2:15][NH2:16].C([O:20][C:21]([C:23]1[N:24]=[C:25]2[CH:30]=[CH:29][C:28]([C:31]3[C:35]([C:36]4[CH:41]=[CH:40][CH:39]=[C:38]([CH3:42])[N:37]=4)=[N:34][N:33]4[CH2:43][CH2:44][CH2:45][C:32]=34)=[CH:27][N:26]2[CH:46]=1)=O)C. Product: [CH3:12][N:13]([CH3:17])[CH2:14][CH2:15][NH:16][C:21]([C:23]1[N:24]=[C:25]2[CH:30]=[CH:29][C:28]([C:31]3[C:35]([C:36]4[CH:41]=[CH:40][CH:39]=[C:38]([CH3:42])[N:37]=4)=[N:34][N:33]4[CH2:43][CH2:44][CH2:45][C:32]=34)=[CH:27][N:26]2[CH:46]=1)=[O:20]. The catalyst class is: 4. (8) Reactant: [NH2:1][C:2]1[CH:9]=[C:8]([O:10][CH3:11])[C:7]([Br:12])=[CH:6][C:3]=1[CH:4]=O.[NH2:13][C:14](N)=[O:15]. Product: [Br:12][C:7]1[CH:6]=[C:3]2[C:2](=[CH:9][C:8]=1[O:10][CH3:11])[N:1]=[C:14]([OH:15])[N:13]=[CH:4]2. The catalyst class is: 6.